Predict which catalyst facilitates the given reaction. From a dataset of Catalyst prediction with 721,799 reactions and 888 catalyst types from USPTO. (1) Reactant: [CH3:1][S:2]([CH:4]([C:6]1[CH:7]=[CH:8][C:9]([C:12]([F:15])([F:14])[F:13])=[N:10][CH:11]=1)[CH3:5])=O.[N:16]#[C:17][NH2:18].C(O)(=O)C.C(O)(=O)C.IC1C=CC=CC=1. Product: [CH3:1][S:2](=[N:18][C:17]#[N:16])[CH:4]([C:6]1[CH:11]=[N:10][C:9]([C:12]([F:15])([F:14])[F:13])=[CH:8][CH:7]=1)[CH3:5]. The catalyst class is: 10. (2) Reactant: Cl[C:2]1[C:7]([C:8]2[C:13]([F:14])=[CH:12][C:11]([F:15])=[CH:10][C:9]=2[F:16])=[C:6]([CH3:17])[N:5]2[CH:18]=[N:19][C:20]([C:21]#[N:22])=[C:4]2[N:3]=1.[CH3:23][O-:24].[Na+].ClCCl.Cl. Product: [CH3:23][O:24][C:2]1[C:7]([C:8]2[C:13]([F:14])=[CH:12][C:11]([F:15])=[CH:10][C:9]=2[F:16])=[C:6]([CH3:17])[N:5]2[CH:18]=[N:19][C:20]([C:21]#[N:22])=[C:4]2[N:3]=1. The catalyst class is: 5. (3) Reactant: [F:1][C:2]1[CH:7]=[C:6]([F:8])[CH:5]=[CH:4][C:3]=1[NH2:9].[C:10]([O:14][C:15](O[C:15]([O:14][C:10]([CH3:13])([CH3:12])[CH3:11])=[O:16])=[O:16])([CH3:13])([CH3:12])[CH3:11].C(N(CC)CC)C.O. Product: [C:10]([O:14][C:15](=[O:16])[NH:9][C:3]1[CH:4]=[CH:5][C:6]([F:8])=[CH:7][C:2]=1[F:1])([CH3:13])([CH3:12])[CH3:11]. The catalyst class is: 172.